From a dataset of Full USPTO retrosynthesis dataset with 1.9M reactions from patents (1976-2016). Predict the reactants needed to synthesize the given product. (1) Given the product [N+:13]([C:12]1[CH:11]=[CH:10][CH:9]=[C:8]([N+:16]([O-:18])=[O:17])[C:7]=1[NH:1][CH2:2][CH2:3][CH2:4][OH:5])([O-:15])=[O:14], predict the reactants needed to synthesize it. The reactants are: [NH2:1][CH2:2][CH2:3][CH2:4][OH:5].Cl[C:7]1[C:12]([N+:13]([O-:15])=[O:14])=[CH:11][CH:10]=[CH:9][C:8]=1[N+:16]([O-:18])=[O:17].C(N(CC)CC)C.O1CCCC1. (2) Given the product [Cl:54][C:55]1[CH:70]=[CH:69][C:58]([C:59]([NH:61][CH2:62][CH:63]2[CH2:64][CH2:65][N:66]([C:12]([C:10]3[O:9][N:8]=[C:7]([C:1]4[CH:2]=[CH:3][CH:4]=[CH:5][CH:6]=4)[CH:11]=3)=[O:14])[CH2:67][CH2:68]2)=[O:60])=[CH:57][C:56]=1[O:71][CH3:72], predict the reactants needed to synthesize it. The reactants are: [C:1]1([C:7]2[CH:11]=[C:10]([C:12]([OH:14])=O)[O:9][N:8]=2)[CH:6]=[CH:5][CH:4]=[CH:3][CH:2]=1.Cl.C(N=C=NCCCN(C)C)C.O.ON1C2C=CC=CC=2N=N1.C(N(C(C)C)CC)(C)C.FC(F)(F)C(O)=O.[Cl:54][C:55]1[CH:70]=[CH:69][C:58]([C:59]([NH:61][CH2:62][CH:63]2[CH2:68][CH2:67][NH:66][CH2:65][CH2:64]2)=[O:60])=[CH:57][C:56]=1[O:71][CH3:72].